This data is from Full USPTO retrosynthesis dataset with 1.9M reactions from patents (1976-2016). The task is: Predict the reactants needed to synthesize the given product. (1) Given the product [C:1]([NH:20][C:22]1[CH:27]=[CH:26][CH:25]=[CH:24][CH:23]=1)([C:8]1[CH:13]=[CH:12][CH:11]=[CH:10][CH:9]=1)([C:14]1[CH:15]=[CH:16][CH:17]=[CH:18][CH:19]=1)[C:2]1[CH:3]=[CH:4][CH:5]=[CH:6][CH:7]=1.[Br-:21].[C:25]1([C:28]2[CH:29]=[CH:30][CH:31]=[CH:32][CH:33]=2)[CH:26]=[CH:27][CH:22]=[CH:23][CH:24]=1.[C:14]1([C:1]2[CH:8]=[CH:13][CH:12]=[CH:11][CH:10]=2)[CH:15]=[CH:16][CH:17]=[CH:18][CH:19]=1, predict the reactants needed to synthesize it. The reactants are: [C:1]([NH2:20])([C:14]1[CH:19]=[CH:18][CH:17]=[CH:16][CH:15]=1)([C:8]1[CH:13]=[CH:12][CH:11]=[CH:10][CH:9]=1)[C:2]1[CH:7]=[CH:6][CH:5]=[CH:4][CH:3]=1.[Br:21][C:22]1[CH:27]=[CH:26][C:25]([C:28]2[CH:33]=[CH:32][C:31](Br)=[CH:30][CH:29]=2)=[CH:24][CH:23]=1.CC(C)([O-])C.[Na+]. (2) Given the product [NH2:27][C:5]([CH2:8][N:9]1[C:18]2[C:13](=[CH:14][C:15]([CH2:19][CH2:20][CH2:21][CH2:22][CH2:23][CH2:24][CH2:25][CH3:26])=[CH:16][CH:17]=2)[CH2:12][CH2:11][CH2:10]1)([CH2:6][OH:7])[CH2:4][OH:3], predict the reactants needed to synthesize it. The reactants are: CC1(C)[O:7][CH2:6][C:5]([NH:27]C(=O)OC(C)(C)C)([CH2:8][N:9]2[C:18]3[C:13](=[CH:14][C:15]([CH2:19][CH2:20][CH2:21][CH2:22][CH2:23][CH2:24][CH2:25][CH3:26])=[CH:16][CH:17]=3)[CH2:12][CH2:11][CH2:10]2)[CH2:4][O:3]1.CC1(C)OCC(NC(=O)OC(C)(C)C)(CN2CC3C(=CC=C(CCCCCCCC)C=3)C2)CO1. (3) The reactants are: [C:1]([N:5]1[C:9]([C:10]2[CH:15]=[CH:14][C:13]([CH3:16])=[CH:12][CH:11]=2)=[CH:8][C:7]([CH2:17][CH2:18][CH:19]=O)=[N:6]1)([CH3:4])([CH3:3])[CH3:2].[CH3:21][CH:22]1[CH2:27][NH:26][CH2:25][CH2:24][N:23]1[C:28]1[CH:29]=[C:30]([CH3:34])[CH:31]=[CH:32][CH:33]=1.CCN(C(C)C)C(C)C.[BH-](OC(C)=O)(OC(C)=O)OC(C)=O.[Na+]. Given the product [C:1]([N:5]1[C:9]([C:10]2[CH:15]=[CH:14][C:13]([CH3:16])=[CH:12][CH:11]=2)=[CH:8][C:7]([CH2:17][CH2:18][CH2:19][N:26]2[CH2:25][CH2:24][N:23]([C:28]3[CH:29]=[C:30]([CH3:34])[CH:31]=[CH:32][CH:33]=3)[CH:22]([CH3:21])[CH2:27]2)=[N:6]1)([CH3:4])([CH3:3])[CH3:2], predict the reactants needed to synthesize it.